From a dataset of NCI-60 drug combinations with 297,098 pairs across 59 cell lines. Regression. Given two drug SMILES strings and cell line genomic features, predict the synergy score measuring deviation from expected non-interaction effect. (1) Synergy scores: CSS=16.3, Synergy_ZIP=-4.85, Synergy_Bliss=-6.26, Synergy_Loewe=-2.53, Synergy_HSA=-1.44. Cell line: CAKI-1. Drug 1: CCC1=CC2CC(C3=C(CN(C2)C1)C4=CC=CC=C4N3)(C5=C(C=C6C(=C5)C78CCN9C7C(C=CC9)(C(C(C8N6C)(C(=O)OC)O)OC(=O)C)CC)OC)C(=O)OC.C(C(C(=O)O)O)(C(=O)O)O. Drug 2: C1=NNC2=C1C(=O)NC=N2. (2) Drug 1: CC(CN1CC(=O)NC(=O)C1)N2CC(=O)NC(=O)C2. Drug 2: C1=NC2=C(N=C(N=C2N1C3C(C(C(O3)CO)O)O)F)N. Cell line: T-47D. Synergy scores: CSS=6.26, Synergy_ZIP=-1.68, Synergy_Bliss=0.859, Synergy_Loewe=0.552, Synergy_HSA=0.695. (3) Cell line: SK-OV-3. Synergy scores: CSS=17.4, Synergy_ZIP=-2.64, Synergy_Bliss=3.93, Synergy_Loewe=-16.4, Synergy_HSA=2.79. Drug 2: C1CN(P(=O)(OC1)NCCCl)CCCl. Drug 1: CN1CCC(CC1)COC2=C(C=C3C(=C2)N=CN=C3NC4=C(C=C(C=C4)Br)F)OC. (4) Drug 1: C1=CC(=CC=C1CCC2=CNC3=C2C(=O)NC(=N3)N)C(=O)NC(CCC(=O)O)C(=O)O. Drug 2: CCCCC(=O)OCC(=O)C1(CC(C2=C(C1)C(=C3C(=C2O)C(=O)C4=C(C3=O)C=CC=C4OC)O)OC5CC(C(C(O5)C)O)NC(=O)C(F)(F)F)O. Cell line: COLO 205. Synergy scores: CSS=38.2, Synergy_ZIP=1.86, Synergy_Bliss=0.284, Synergy_Loewe=-7.92, Synergy_HSA=0.276. (5) Drug 1: COC1=CC(=CC(=C1O)OC)C2C3C(COC3=O)C(C4=CC5=C(C=C24)OCO5)OC6C(C(C7C(O6)COC(O7)C8=CC=CS8)O)O. Drug 2: CC1=C(N=C(N=C1N)C(CC(=O)N)NCC(C(=O)N)N)C(=O)NC(C(C2=CN=CN2)OC3C(C(C(C(O3)CO)O)O)OC4C(C(C(C(O4)CO)O)OC(=O)N)O)C(=O)NC(C)C(C(C)C(=O)NC(C(C)O)C(=O)NCCC5=NC(=CS5)C6=NC(=CS6)C(=O)NCCC[S+](C)C)O. Cell line: SW-620. Synergy scores: CSS=43.6, Synergy_ZIP=8.02, Synergy_Bliss=9.63, Synergy_Loewe=3.11, Synergy_HSA=9.43. (6) Drug 1: CC12CCC3C(C1CCC2=O)CC(=C)C4=CC(=O)C=CC34C. Drug 2: CN(CCCl)CCCl.Cl. Cell line: BT-549. Synergy scores: CSS=60.7, Synergy_ZIP=-1.53, Synergy_Bliss=-0.217, Synergy_Loewe=-5.67, Synergy_HSA=-1.23. (7) Drug 1: C1CN1P(=S)(N2CC2)N3CC3. Drug 2: CCCCC(=O)OCC(=O)C1(CC(C2=C(C1)C(=C3C(=C2O)C(=O)C4=C(C3=O)C=CC=C4OC)O)OC5CC(C(C(O5)C)O)NC(=O)C(F)(F)F)O. Cell line: UACC-257. Synergy scores: CSS=68.7, Synergy_ZIP=-1.13, Synergy_Bliss=-2.29, Synergy_Loewe=-13.7, Synergy_HSA=-0.900. (8) Synergy scores: CSS=58.2, Synergy_ZIP=-2.86, Synergy_Bliss=-3.62, Synergy_Loewe=-2.70, Synergy_HSA=1.72. Cell line: NCI-H460. Drug 2: CC1C(C(CC(O1)OC2CC(CC3=C2C(=C4C(=C3O)C(=O)C5=C(C4=O)C(=CC=C5)OC)O)(C(=O)CO)O)N)O.Cl. Drug 1: C1CN1P(=S)(N2CC2)N3CC3. (9) Drug 1: CC1=C2C(C(=O)C3(C(CC4C(C3C(C(C2(C)C)(CC1OC(=O)C(C(C5=CC=CC=C5)NC(=O)OC(C)(C)C)O)O)OC(=O)C6=CC=CC=C6)(CO4)OC(=O)C)OC)C)OC. Drug 2: C1CCC(C(C1)N)N.C(=O)(C(=O)[O-])[O-].[Pt+4]. Cell line: MALME-3M. Synergy scores: CSS=28.6, Synergy_ZIP=-4.63, Synergy_Bliss=-1.61, Synergy_Loewe=1.14, Synergy_HSA=3.28.